This data is from Forward reaction prediction with 1.9M reactions from USPTO patents (1976-2016). The task is: Predict the product of the given reaction. (1) Given the reactants [CH2:1]([O:8][C:9]1[C:10](Cl)=[N:11][C:12]([CH2:15][O:16][Si:17]([CH:24]([CH3:26])[CH3:25])([CH:21]([CH3:23])[CH3:22])[CH:18]([CH3:20])[CH3:19])=[CH:13][CH:14]=1)[C:2]1[CH:7]=[CH:6][CH:5]=[CH:4][CH:3]=1.[CH:28]1(B(O)O)[CH2:30][CH2:29]1, predict the reaction product. The product is: [CH2:1]([O:8][C:9]1[C:10]([CH:28]2[CH2:30][CH2:29]2)=[N:11][C:12]([CH2:15][O:16][Si:17]([CH:24]([CH3:26])[CH3:25])([CH:21]([CH3:23])[CH3:22])[CH:18]([CH3:20])[CH3:19])=[CH:13][CH:14]=1)[C:2]1[CH:7]=[CH:6][CH:5]=[CH:4][CH:3]=1. (2) Given the reactants [C:1]([C:3]1[N:7]2[CH:8]=[C:9]([C:13]3[CH:18]=[CH:17][C:16]([C:19]([F:22])([F:21])[F:20])=[CH:15][CH:14]=3)[CH:10]=[C:11]([CH3:12])[C:6]2=[N:5][CH:4]=1)#[CH:2].Br[C:24]1[CH:25]=[C:26]([S:30]([NH2:33])(=[O:32])=[O:31])[CH:27]=[N:28][CH:29]=1, predict the reaction product. The product is: [CH3:12][C:11]1[C:6]2[N:7]([C:3]([C:1]#[C:2][C:24]3[CH:25]=[C:26]([S:30]([NH2:33])(=[O:32])=[O:31])[CH:27]=[N:28][CH:29]=3)=[CH:4][N:5]=2)[CH:8]=[C:9]([C:13]2[CH:18]=[CH:17][C:16]([C:19]([F:21])([F:22])[F:20])=[CH:15][CH:14]=2)[CH:10]=1. (3) Given the reactants Br[C:2]1[C:7]([CH3:8])=[C:6]([Cl:9])[CH:5]=[CH:4][N:3]=1.C([Mg]Cl)(C)C.[CH:15]1([CH:18]=[O:19])[CH2:17][CH2:16]1, predict the reaction product. The product is: [CH3:8][C:7]1[C:2]([CH:18]([CH:15]2[CH2:17][CH2:16]2)[OH:19])=[N:3][CH:4]=[CH:5][C:6]=1[Cl:9]. (4) Given the reactants C(O[C:6](=[O:11])[NH:7][CH2:8][CH2:9][NH2:10])(C)(C)C.C(OC(=O)[CH2:16][N:17]=[C:18]=[O:19])C.[ClH:21].C(O)C, predict the reaction product. The product is: [ClH:21].[NH2:10][CH2:9][CH2:8][N:7]1[C:6](=[O:11])[CH2:16][NH:17][C:18]1=[O:19]. (5) The product is: [CH3:19][O:18][C:12](=[O:17])[C:13](=[CH:10][C:3]1[C:4]2=[N:5][CH:6]=[CH:7][CH:8]=[C:9]2[NH:1][CH:2]=1)[C:14]([O:16][C:28]([CH3:27])([CH3:29])[CH3:30])=[O:15]. Given the reactants [NH:1]1[C:9]2[C:4](=[N:5][CH:6]=[CH:7][CH:8]=2)[C:3]([CH:10]=O)=[CH:2]1.[C:12]([O:18][CH2:19]C(C)(C)C)(=[O:17])[CH2:13][C:14]([O-:16])=[O:15].N1[CH2:29][CH2:28][CH2:27]CC1.[C:30](O)(=O)C, predict the reaction product.